Dataset: NCI-60 drug combinations with 297,098 pairs across 59 cell lines. Task: Regression. Given two drug SMILES strings and cell line genomic features, predict the synergy score measuring deviation from expected non-interaction effect. (1) Drug 1: COC1=C(C=C2C(=C1)N=CN=C2NC3=CC(=C(C=C3)F)Cl)OCCCN4CCOCC4. Drug 2: COCCOC1=C(C=C2C(=C1)C(=NC=N2)NC3=CC=CC(=C3)C#C)OCCOC.Cl. Cell line: U251. Synergy scores: CSS=14.6, Synergy_ZIP=-2.63, Synergy_Bliss=1.47, Synergy_Loewe=1.08, Synergy_HSA=2.40. (2) Drug 1: COC1=NC(=NC2=C1N=CN2C3C(C(C(O3)CO)O)O)N. Drug 2: C1C(C(OC1N2C=NC3=C2NC=NCC3O)CO)O. Cell line: NCIH23. Synergy scores: CSS=2.32, Synergy_ZIP=8.03, Synergy_Bliss=9.78, Synergy_Loewe=2.16, Synergy_HSA=3.46.